From a dataset of Full USPTO retrosynthesis dataset with 1.9M reactions from patents (1976-2016). Predict the reactants needed to synthesize the given product. (1) Given the product [Br:20][C:21]1[S:25][C:24]2=[C:26]([CH2:1][CH2:2][CH2:3][CH2:4][CH2:5][CH2:6][CH2:7][CH2:8][CH2:9][CH2:10][CH2:18][CH3:19])[C:27]3[CH:31]=[C:30]([Br:32])[S:29][C:28]=3[C:33]([CH2:1][CH2:2][CH2:3][CH2:4][CH2:5][CH2:6][CH2:7][CH2:8][CH2:9][CH2:10][CH2:11][CH3:12])=[C:23]2[CH:22]=1, predict the reactants needed to synthesize it. The reactants are: [CH2:1]([Mg]Br)[CH2:2][CH2:3][CH2:4][CH2:5][CH2:6][CH2:7][CH2:8][CH2:9][CH2:10][CH2:11][CH3:12].C(O[CH2:18][CH3:19])C.[Br:20][C:21]1[S:25][C:24]2[C:26](=O)[C:27]3[CH:31]=[C:30]([Br:32])[S:29][C:28]=3[C:33](=O)[C:23]=2[CH:22]=1.Cl. (2) Given the product [ClH:21].[Cl:21][C:22]1[C:31]([CH2:32][NH:1][CH:2]2[CH2:7][CH2:6][N:5]([CH2:8][CH2:9][N:10]3[C:19]4[C:14](=[CH:15][CH:16]=[CH:17][N:18]=4)[CH:13]=[CH:12][C:11]3=[O:20])[CH2:4][CH2:3]2)=[N:30][C:29]2[NH:28][C:27](=[O:34])[CH2:26][S:25][C:24]=2[CH:23]=1, predict the reactants needed to synthesize it. The reactants are: [NH2:1][CH:2]1[CH2:7][CH2:6][N:5]([CH2:8][CH2:9][N:10]2[C:19]3[C:14](=[CH:15][CH:16]=[CH:17][N:18]=3)[CH:13]=[CH:12][C:11]2=[O:20])[CH2:4][CH2:3]1.[Cl:21][C:22]1[C:31]([CH:32]=O)=[N:30][C:29]2[NH:28][C:27](=[O:34])[CH2:26][S:25][C:24]=2[CH:23]=1.C(O[BH-](OC(=O)C)OC(=O)C)(=O)C.[Na+].C(=O)([O-])O.[Na+].[Cl-].[Na+].